Predict the reaction yield, written as a fraction of the theoretical maximum amount of product (1.0 means a 100% yield; for example, 0.34 means a 34% yield). From a dataset of Reaction yield outcomes from USPTO patents with 853,638 reactions. (1) The reactants are [Cl:1][C:2]1[C:7]([C:8]2[CH:9]=[C:10]([C:14]([C:16]3[O:17][CH:18]=[CH:19][N:20]=3)=[O:15])[CH:11]=[CH:12][CH:13]=2)=[CH:6][N:5]=[C:4]2[N:21]([CH2:31][O:32][CH2:33][CH2:34][Si:35]([CH3:38])([CH3:37])[CH3:36])[CH:22]=[C:23]([C:24]3[CH:29]=[CH:28][CH:27]=[CH:26][C:25]=3[F:30])[C:3]=12.[BH4-].[Na+]. The catalyst is CO. The product is [Cl:1][C:2]1[C:7]([C:8]2[CH:9]=[C:10]([CH:14]([C:16]3[O:17][CH:18]=[CH:19][N:20]=3)[OH:15])[CH:11]=[CH:12][CH:13]=2)=[CH:6][N:5]=[C:4]2[N:21]([CH2:31][O:32][CH2:33][CH2:34][Si:35]([CH3:38])([CH3:37])[CH3:36])[CH:22]=[C:23]([C:24]3[CH:29]=[CH:28][CH:27]=[CH:26][C:25]=3[F:30])[C:3]=12. The yield is 0.728. (2) The reactants are [Cl:1][C:2]1[CH:7]=[CH:6][C:5]([CH3:8])=[CH:4][C:3]=1[OH:9].[C:10](=O)([O-])[O-].[K+].[K+].CI. The catalyst is CN(C=O)C. The product is [Cl:1][C:2]1[CH:7]=[CH:6][C:5]([CH3:8])=[CH:4][C:3]=1[O:9][CH3:10]. The yield is 0.920. (3) The reactants are [Cl:1][C:2]1[CH:7]=[C:6]([Cl:8])[CH:5]=[CH:4][C:3]=1B(O)O.Cl[C:13]1[C:18]([C:19]#[N:20])=[C:17]([NH:21][CH3:22])[C:16]([N+:23]([O-])=O)=[CH:15][CH:14]=1. No catalyst specified. The product is [NH2:23][C:16]1[C:17]([NH:21][CH3:22])=[C:18]([C:19]#[N:20])[C:13]([C:3]2[CH:4]=[CH:5][C:6]([Cl:8])=[CH:7][C:2]=2[Cl:1])=[CH:14][CH:15]=1. The yield is 0.190. (4) The reactants are [Cl:1][C:2]1[CH:3]=[C:4]([C:10]2([C:27]([F:30])([F:29])[F:28])[CH2:14][CH2:13][N:12]([C:15]3[N:20]=[C:19]([C:21]([F:24])([F:23])[F:22])[C:18]([CH2:25]O)=[CH:17][N:16]=3)[CH2:11]2)[CH:5]=[C:6]([Cl:9])[C:7]=1[Cl:8].O1CCCC1.CS(Cl)(=O)=O.O.[NH3:42]. The catalyst is CO. The product is [Cl:1][C:2]1[CH:3]=[C:4]([C:10]2([C:27]([F:30])([F:29])[F:28])[CH2:14][CH2:13][N:12]([C:15]3[N:20]=[C:19]([C:21]([F:24])([F:23])[F:22])[C:18]([CH2:25][NH2:42])=[CH:17][N:16]=3)[CH2:11]2)[CH:5]=[C:6]([Cl:9])[C:7]=1[Cl:8]. The yield is 0.450. (5) The reactants are Cl[C:2]1[CH:7]=[C:6]([C:8]2[C:13]([C:14]3[CH:19]=[CH:18][C:17]([F:20])=[CH:16][CH:15]=3)=[N:12][C:11]3=[N:21][N:22]([CH3:24])[CH:23]=[C:10]3[C:9]=2[C:25]2[CH:30]=[CH:29][C:28]([F:31])=[CH:27][CH:26]=2)[CH:5]=[CH:4][N:3]=1.[NH2:32][C:33]1[CH:38]=[CH:37][C:36]([S:39]([NH2:42])(=[O:41])=[O:40])=[CH:35][CH:34]=1. No catalyst specified. The product is [F:31][C:28]1[CH:29]=[CH:30][C:25]([C:9]2[C:10]3[C:11](=[N:21][N:22]([CH3:24])[CH:23]=3)[N:12]=[C:13]([C:14]3[CH:19]=[CH:18][C:17]([F:20])=[CH:16][CH:15]=3)[C:8]=2[C:6]2[CH:5]=[CH:4][N:3]=[C:2]([NH:32][C:33]3[CH:38]=[CH:37][C:36]([S:39]([NH2:42])(=[O:40])=[O:41])=[CH:35][CH:34]=3)[CH:7]=2)=[CH:26][CH:27]=1. The yield is 0.170. (6) The reactants are C1(C)C=CC(S([CH2:10][N+:11]#[C-:12])(=O)=O)=CC=1.[C:14]([O:20][CH3:21])(=[O:19])[CH:15]=[CH:16][CH2:17][CH3:18].CC(C)([O-])C.[K+]. The product is [CH2:17]([C:16]1[C:15]([C:14]([O:20][CH3:21])=[O:19])=[CH:10][NH:11][CH:12]=1)[CH3:18]. No catalyst specified. The yield is 0.640. (7) The reactants are C([O:5][C:6]([C:8]1[S:9][C:10]([C:27]2[CH:32]=[CH:31][CH:30]=[CH:29][CH:28]=2)=[CH:11][C:12]=1[C:13](=[O:26])[N:14]([C:18]1[CH:23]=[CH:22][C:21]([Cl:24])=[CH:20][C:19]=1[Cl:25])[CH:15]([CH3:17])[CH3:16])=[O:7])(C)(C)C.FC(F)(F)C(O)=O. The catalyst is C(Cl)Cl. The product is [Cl:25][C:19]1[CH:20]=[C:21]([Cl:24])[CH:22]=[CH:23][C:18]=1[N:14]([CH:15]([CH3:17])[CH3:16])[C:13]([C:12]1[CH:11]=[C:10]([C:27]2[CH:32]=[CH:31][CH:30]=[CH:29][CH:28]=2)[S:9][C:8]=1[C:6]([OH:7])=[O:5])=[O:26]. The yield is 0.840. (8) The reactants are [CH2:1]([Mg]Br)[CH3:2].[C:5]([O:9][C:10]([N:12]1[CH2:17][CH2:16][CH:15]([N:18]([C:20]([CH:22]2[CH2:26][CH2:25][N:24]([CH2:27][C:28]3[CH:33]=[CH:32][CH:31]=[CH:30][CH:29]=3)[CH2:23]2)=O)[CH3:19])[CH2:14][CH2:13]1)=[O:11])([CH3:8])([CH3:7])[CH3:6]. The catalyst is C1COCC1.CC(C)[O-].[Ti+4].CC(C)[O-].CC(C)[O-].CC(C)[O-]. The product is [C:5]([O:9][C:10]([N:12]1[CH2:17][CH2:16][CH:15]([N:18]([C:20]2([CH:22]3[CH2:26][CH2:25][N:24]([CH2:27][C:28]4[CH:33]=[CH:32][CH:31]=[CH:30][CH:29]=4)[CH2:23]3)[CH2:2][CH2:1]2)[CH3:19])[CH2:14][CH2:13]1)=[O:11])([CH3:8])([CH3:7])[CH3:6]. The yield is 0.380. (9) The reactants are C(OC([N:8]1[CH2:13][CH2:12][N:11]([C:14]2[C:19]([N+:20]([O-:22])=[O:21])=[CH:18][CH:17]=[CH:16][C:15]=2[Cl:23])[CH2:10][CH2:9]1)=O)(C)(C)C.C(Cl)Cl. The catalyst is FC(F)(F)C(O)=O. The product is [Cl:23][C:15]1[CH:16]=[CH:17][CH:18]=[C:19]([N+:20]([O-:22])=[O:21])[C:14]=1[N:11]1[CH2:12][CH2:13][NH:8][CH2:9][CH2:10]1. The yield is 0.950.